This data is from Peptide-MHC class II binding affinity with 134,281 pairs from IEDB. The task is: Regression. Given a peptide amino acid sequence and an MHC pseudo amino acid sequence, predict their binding affinity value. This is MHC class II binding data. The peptide sequence is VCKHTYVDRGWGNGC. The MHC is DRB1_1501 with pseudo-sequence DRB1_1501. The binding affinity (normalized) is 0.311.